This data is from Full USPTO retrosynthesis dataset with 1.9M reactions from patents (1976-2016). The task is: Predict the reactants needed to synthesize the given product. (1) Given the product [ClH:26].[NH2:8][CH2:9][CH:10]1[CH2:15][CH2:14][N:13]([C:16]([O:18][CH2:19][C:20]2[CH:21]=[C:22]([Cl:27])[CH:23]=[C:24]([Cl:26])[CH:25]=2)=[O:17])[CH2:12][CH2:11]1, predict the reactants needed to synthesize it. The reactants are: C(OC([NH:8][CH2:9][CH:10]1[CH2:15][CH2:14][N:13]([C:16]([O:18][CH2:19][C:20]2[CH:25]=[C:24]([Cl:26])[CH:23]=[C:22]([Cl:27])[CH:21]=2)=[O:17])[CH2:12][CH2:11]1)=O)(C)(C)C.Cl.O1CCOCC1. (2) Given the product [NH2:18][C:17]1[CH:26]=[CH:27][C:14]([C:8]([C:5]2[CH:6]=[CH:7][C:2]([Br:1])=[CH:3][C:4]=2[O:29][CH:30]([F:31])[F:32])([OH:13])[C:9]([F:11])([F:10])[F:12])=[CH:15][C:16]=1[CH3:28], predict the reactants needed to synthesize it. The reactants are: [Br:1][C:2]1[CH:7]=[CH:6][C:5]([C:8]([C:14]2[CH:27]=[CH:26][C:17]([NH:18]C(=O)OC(C)(C)C)=[C:16]([CH3:28])[CH:15]=2)([OH:13])[C:9]([F:12])([F:11])[F:10])=[C:4]([O:29][CH:30]([F:32])[F:31])[CH:3]=1.FC(F)(F)C(O)=O.